Binary Classification. Given two protein amino acid sequences, predict whether they physically interact or not. From a dataset of Human Reference Interactome with 51,813 positive PPI pairs across 8,248 proteins, plus equal number of experimentally-validated negative pairs. (1) Protein 1 (ENSG00000107960) has sequence MQPGSSRCEEETPSLLWGLDPVFLAFAKLYIRDILDMKESRQVPGVFLYNGHPIKQVDVLGTVIGVRERDAFYSYGVDDSTGVINCICWKKLNTESVSAAPSAARELSLTSQLKKLQETIEQKTKIEIGDTIRVRGSIRTYREEREIHATTYYKVDDPVWNIQIARMLELPTIYRKVYDQPFHSSALEKEEALSNPGALDLPSLTSLLSEKAKEFLMENRVQSFYQQELEMVESLLSLANQPVIHSASSDQVNFKKDTTSKAIHSIFKNAIQLLQEKGLVFQKDDGFDNLYYVTREDKDL.... Protein 2 (ENSG00000137265) has sequence MNLEGGGRGGEFGMSAVSCGNGKLRQWLIDQIDSGKYPGLVWENEEKSIFRIPWKHAGKQDYNREEDAALFKAWALFKGKFREGIDKPDPPTWKTRLRCALNKSNDFEELVERSQLDISDPYKVYRIVPEGAKKGAKQLTLEDPQMSMSHPYTMTTPYPSLPAQQVHNYMMPPLDRSWRDYVPDQPHPEIPYQCPMTFGPRGHHWQGPACENGCQVTGTFYACAPPESQAPGVPTEPSIRSAEALAFSDCRLHICLYYREILVKELTTSSPEGCRISHGHTYDASNLDQVLFPYPEDNGQ.... Result: 0 (the proteins do not interact). (2) Protein 1 (ENSG00000175137) has sequence MAELRQVPGGRETPQGELRPEVVEDEVPRSPVAEEPGGGGSSSSEAKLSPREEEELDPRIQEELEHLNQASEEINQVELQLDEARTTYRRILQESARKLNTQGSHLGSCIEKARPYYEARRLAKEAQQETQKAALRYERAVSMHNAAREMVFVAEQGVMADKNRLDPTWQEMLNHATCKVNEAEEERLRGEREHQRVTRLCQQAEARVQALQKTLRRAIGKSRPYFELKAQFSQILEEHKAKVTELEQQVAQAKTRYSVALRNLEQISEQIHARRRGGLPPHPLGPRRSSPVGAEAGPED.... Protein 2 (ENSG00000159216) has sequence MASDSIFESFPSYPQCFMRECILGMNPSRDVHDASTSRRFTPPSTALSPGKMSEALPLGAPDAGAALAGKLRSGDRSMVEVLADHPGELVRTDSPNFLCSVLPTHWRCNKTLPIAFKVVALGDVPDGTLVTVMAGNDENYSAELRNATAAMKNQVARFNDLRFVGRSGRGKSFTLTITVFTNPPQVATYHRAIKITVDGPREPRRHRQKLDDQTKPGSLSFSERLSELEQLRRTAMRVSPHHPAPTPNPRASLNHSTAFNPQPQSQMQDTRQIQPSPPWSYDQSYQYLGSIASPSVHPAT.... Result: 0 (the proteins do not interact).